Dataset: Catalyst prediction with 721,799 reactions and 888 catalyst types from USPTO. Task: Predict which catalyst facilitates the given reaction. Reactant: [CH3:1][C:2]1[O:6][N:5]=[C:4]([C:7]2[N:12]=[CH:11][C:10]([C:13]([OH:15])=O)=[CH:9][N:8]=2)[N:3]=1.CN(C)CCCN=C=NCC.ON1C2C=CC=CC=2N=N1.[O:37]1[CH2:42][CH2:41][CH:40]([NH2:43])[CH2:39][CH2:38]1. Product: [O:37]1[CH2:42][CH2:41][CH:40]([NH:43][C:13]([C:10]2[CH:11]=[N:12][C:7]([C:4]3[N:3]=[C:2]([CH3:1])[O:6][N:5]=3)=[N:8][CH:9]=2)=[O:15])[CH2:39][CH2:38]1. The catalyst class is: 2.